This data is from Peptide-MHC class I binding affinity with 185,985 pairs from IEDB/IMGT. The task is: Regression. Given a peptide amino acid sequence and an MHC pseudo amino acid sequence, predict their binding affinity value. This is MHC class I binding data. (1) The peptide sequence is APPHGGIAF. The MHC is HLA-A31:01 with pseudo-sequence HLA-A31:01. The binding affinity (normalized) is 0.0847. (2) The peptide sequence is KINSNFLLK. The MHC is HLA-A68:01 with pseudo-sequence HLA-A68:01. The binding affinity (normalized) is 0.269. (3) The MHC is HLA-B58:01 with pseudo-sequence HLA-B58:01. The binding affinity (normalized) is 0.359. The peptide sequence is QAFEAGIDF. (4) The peptide sequence is QTVDFTDCRT. The MHC is HLA-A02:06 with pseudo-sequence HLA-A02:06. The binding affinity (normalized) is 0.242. (5) The peptide sequence is RGYVFQGL. The MHC is HLA-A26:01 with pseudo-sequence HLA-A26:01. The binding affinity (normalized) is 0. (6) The peptide sequence is AEFGPWQTV. The MHC is HLA-B83:01 with pseudo-sequence HLA-B83:01. The binding affinity (normalized) is 0.213. (7) The MHC is HLA-A31:01 with pseudo-sequence HLA-A31:01. The binding affinity (normalized) is 0.615. The peptide sequence is SSIKSKSRR.